From a dataset of Full USPTO retrosynthesis dataset with 1.9M reactions from patents (1976-2016). Predict the reactants needed to synthesize the given product. (1) Given the product [C:20]([C:19]1[CH:22]=[CH:23][C:24]([CH:2]([C:3]([O:5][CH3:6])=[O:4])[C:1]([O:8][C:9]([CH3:12])([CH3:11])[CH3:10])=[O:7])=[C:25]([CH3:26])[C:18]=1[F:17])#[N:21], predict the reactants needed to synthesize it. The reactants are: [C:1]([O:8][C:9]([CH3:12])([CH3:11])[CH3:10])(=[O:7])[CH2:2][C:3]([O:5][CH3:6])=[O:4].[H-].[Na+].[H][H].[F:17][C:18]1[C:25]([CH3:26])=[C:24](F)[CH:23]=[CH:22][C:19]=1[C:20]#[N:21]. (2) Given the product [CH3:1][C:2]1[S:6][C:5]([CH2:7][N:8]2[CH:12]=[C:11]([C:13]([OH:15])=[O:14])[CH:10]=[N:9]2)=[N:4][C:3]=1[C:18]1[CH:23]=[CH:22][CH:21]=[C:20]([C:24]([F:27])([F:25])[F:26])[CH:19]=1, predict the reactants needed to synthesize it. The reactants are: [CH3:1][C:2]1[S:6][C:5]([CH2:7][N:8]2[CH:12]=[C:11]([C:13]([O:15]CC)=[O:14])[CH:10]=[N:9]2)=[N:4][C:3]=1[C:18]1[CH:23]=[CH:22][CH:21]=[C:20]([C:24]([F:27])([F:26])[F:25])[CH:19]=1.[OH-].[Na+].Cl.